This data is from Reaction yield outcomes from USPTO patents with 853,638 reactions. The task is: Predict the reaction yield, written as a fraction of the theoretical maximum amount of product (1.0 means a 100% yield; for example, 0.34 means a 34% yield). (1) The reactants are [CH3:1][O:2][C:3]([C:5]1([C:8]2[CH:13]=[CH:12][C:11]([OH:14])=[C:10]([C:15](=[N:17][OH:18])[CH3:16])[CH:9]=2)[CH2:7][CH2:6]1)=[O:4].[CH3:19][C:20](OC(C)=O)=[O:21]. No catalyst specified. The product is [C:20]([O:18]/[N:17]=[C:15](/[C:10]1[CH:9]=[C:8]([C:5]2([C:3]([O:2][CH3:1])=[O:4])[CH2:7][CH2:6]2)[CH:13]=[CH:12][C:11]=1[OH:14])\[CH3:16])(=[O:21])[CH3:19]. The yield is 0.990. (2) The product is [Cl:1][C:2]1[C:28]([CH3:29])=[CH:27][C:5]2[N:6]=[C:7]3[C:12]([N:13]([CH2:14][CH2:15][CH2:16][CH2:17][CH2:18][CH2:19][C:20]([OH:22])=[O:21])[C:4]=2[CH:3]=1)=[N:11][C:10](=[O:25])[NH:9][C:8]3=[O:26]. The yield is 0.640. The reactants are [Cl:1][C:2]1[C:28]([CH3:29])=[CH:27][C:5]2[N:6]=[C:7]3[C:12]([N:13]([CH2:14][CH2:15][CH2:16][CH2:17][CH2:18][CH2:19][C:20]([O:22]CC)=[O:21])[C:4]=2[CH:3]=1)=[N:11][C:10](=[O:25])[NH:9][C:8]3=[O:26].C1COCC1.[Li+].[OH-].C(O)(=O)C. The catalyst is O. (3) The reactants are Br[C:2]1[CH:3]=[C:4]2[CH:10]=[N:9][NH:8][C:5]2=[N:6][CH:7]=1.[N:11]1([C:17]([C:19]2[CH:20]=[C:21](B(O)O)[CH:22]=[CH:23][CH:24]=2)=[O:18])[CH2:16][CH2:15][O:14][CH2:13][CH2:12]1.C(=O)(O)[O-].[Na+].C1(P(=O)(C2C=CC=CC=2)C2C=CC=CC=2)C=CC=CC=1. The catalyst is C(COC)OC.C1C=CC([P]([Pd]([P](C2C=CC=CC=2)(C2C=CC=CC=2)C2C=CC=CC=2)([P](C2C=CC=CC=2)(C2C=CC=CC=2)C2C=CC=CC=2)[P](C2C=CC=CC=2)(C2C=CC=CC=2)C2C=CC=CC=2)(C2C=CC=CC=2)C2C=CC=CC=2)=CC=1.ClCCl. The product is [N:11]1([C:17]([C:19]2[CH:24]=[CH:23][CH:22]=[C:21]([C:2]3[CH:3]=[C:4]4[CH:10]=[N:9][NH:8][C:5]4=[N:6][CH:7]=3)[CH:20]=2)=[O:18])[CH2:16][CH2:15][O:14][CH2:13][CH2:12]1. The yield is 0.800. (4) The reactants are CC1C=C(C)C=C(C)C=1S([O-])(=O)=O.[NH2:14][N+:15]1[CH:20]=[CH:19][C:18]([C:21]#[N:22])=[CH:17][CH:16]=1.[C:23]([C:25]1[N:30]=[C:29]([O:31][CH3:32])[CH:28]=[CH:27][N:26]=1)#[CH:24].C(=O)([O-])[O-].[K+].[K+]. The catalyst is CN(C=O)C. The product is [CH3:32][O:31][C:29]1[CH:28]=[CH:27][N:26]=[C:25]([C:23]2[CH:24]=[N:14][N:15]3[CH:20]=[CH:19][C:18]([C:21]#[N:22])=[CH:17][C:16]=23)[N:30]=1. The yield is 0.740. (5) The reactants are [CH3:1][O:2][CH2:3][C:4]1[N:5]([CH2:9][C:10]2[CH:15]=[CH:14][C:13]([C:16]3[NH:17][C:18](=[O:28])[C:19]4[CH:20]=[CH:21][CH:22]=[C:23]([C:26]#[N:27])[C:24]=4[CH:25]=3)=[CH:12][CH:11]=2)[CH:6]=[CH:7][N:8]=1.[C:29](O[C:29]([O:31][C:32]([CH3:35])([CH3:34])[CH3:33])=[O:30])([O:31][C:32]([CH3:35])([CH3:34])[CH3:33])=[O:30].C1COCC1.CO.[BH4-].[Na+]. The catalyst is Cl[Ni]Cl.O. The product is [C:32]([O:31][C:29](=[O:30])[NH:27][CH2:26][C:23]1[CH:22]=[CH:21][CH:20]=[C:19]2[C:24]=1[CH:25]=[C:16]([C:13]1[CH:12]=[CH:11][C:10]([CH2:9][N:5]3[CH:6]=[CH:7][N:8]=[C:4]3[CH2:3][O:2][CH3:1])=[CH:15][CH:14]=1)[NH:17][C:18]2=[O:28])([CH3:35])([CH3:34])[CH3:33]. The yield is 0.820. (6) The reactants are [C:1]([NH:9][C:10]1[C:11]2[N:12]=[CH:13][N:14]([C:30]=2[N:31]=[CH:32][N:33]=1)[C@@H:15]1[O:29][C@H:19]([CH2:20][O:21][Si:22]([C:25]([CH3:28])([CH3:27])[CH3:26])([CH3:24])[CH3:23])[C@@H:17]([OH:18])[CH2:16]1)(=[O:8])[C:2]1[CH:7]=[CH:6][CH:5]=[CH:4][CH:3]=1.[CH3:34][S:35]([CH3:37])=O.C(OC(=O)C)(=O)C.C([O-])(O)=O.[Na+]. The catalyst is C(O)(=O)C. The product is [C:1]([NH:9][C:10]1[C:11]2[N:12]=[CH:13][N:14]([C:30]=2[N:31]=[CH:32][N:33]=1)[C@@H:15]1[O:29][C@H:19]([CH2:20][O:21][Si:22]([C:25]([CH3:26])([CH3:27])[CH3:28])([CH3:24])[CH3:23])[C@@H:17]([O:18][CH2:34][S:35][CH3:37])[CH2:16]1)(=[O:8])[C:2]1[CH:3]=[CH:4][CH:5]=[CH:6][CH:7]=1. The yield is 0.710. (7) The reactants are [O:1]1[CH:5]=[CH:4][CH:3]=[C:2]1[C:6](=[O:10])[C:7]([OH:9])=[O:8].[CH3:11][CH2:12]O.OS(O)(=O)=O. The product is [CH2:11]([O:8][C:7](=[O:9])[C:6]([C:2]1[O:1][CH:5]=[CH:4][CH:3]=1)=[O:10])[CH3:12]. The yield is 0.660. The catalyst is C(Cl)(Cl)Cl. (8) The reactants are [C:1]([NH:3][C:4]([NH2:6])=[NH:5])#[N:2].[Cl:7][C:8]1[CH:13]=[CH:12][C:11]([N:14]=[C:15]=[N:16][C:17]2[CH:22]=[CH:21][CH:20]=[CH:19][C:18]=2[CH3:23])=[C:10]([O:24][Si](C(C)(C)C)(C)C)[C:9]=1[S:32]([N:35]([CH3:37])[CH3:36])(=[O:34])=[O:33].[N:38]#[C:39]N.[F-].[Cs+]. No catalyst specified. The product is [C:1]([NH:3][C:4]([NH2:6])=[NH:5])#[N:2].[Cl:7][C:8]1[CH:13]=[CH:12][C:11]([N:14]([C:39]#[N:38])[C:15]([NH:16][C:17]2[CH:22]=[CH:21][CH:20]=[CH:19][C:18]=2[CH3:23])=[NH:2])=[C:10]([OH:24])[C:9]=1[S:32]([N:35]([CH3:37])[CH3:36])(=[O:33])=[O:34]. The yield is 0.320.